Task: Predict the product of the given reaction.. Dataset: Forward reaction prediction with 1.9M reactions from USPTO patents (1976-2016) (1) The product is: [F:10][C:8]([F:9])([F:11])[C:7]1[CH:2]=[CH:3][C:4]([C:12]2[C:20]3[CH2:19][CH2:18][CH:17]([OH:31])[C:16]=3[CH:15]=[N:14][CH:13]=2)=[CH:5][CH:6]=1. Given the reactants F[C:2]1[CH:3]=[C:4]([C:12]2[C:20]3[C:19](=O)[CH2:18][CH2:17][C:16]=3[CH:15]=[N:14][CH:13]=2)[CH:5]=[CH:6][C:7]=1[C:8]([F:11])([F:10])[F:9].FC(F)(F)C1C=CC(B(O)[OH:31])=CC=1, predict the reaction product. (2) Given the reactants [C:1]([C:4]1[CH:9]=[CH:8][C:7]([C:10]2[CH:15]=[CH:14][C:13]([CH2:16][C:17](O)=[O:18])=[CH:12][CH:11]=2)=[CH:6][CH:5]=1)(=[O:3])[CH3:2].Cl.Cl.[NH2:22][CH:23]1[CH2:28][CH2:27][N:26]([CH2:29][C:30]2[CH:35]=[CH:34][C:33]([Cl:36])=[C:32]([Cl:37])[CH:31]=2)[CH2:25][CH2:24]1.CCN=C=NCCCN(C)C.Cl.C1C=CC2N(O)N=NC=2C=1, predict the reaction product. The product is: [C:1]([C:4]1[CH:9]=[CH:8][C:7]([C:10]2[CH:15]=[CH:14][C:13]([CH2:16][C:17]([NH:22][CH:23]3[CH2:28][CH2:27][N:26]([CH2:29][C:30]4[CH:35]=[CH:34][C:33]([Cl:36])=[C:32]([Cl:37])[CH:31]=4)[CH2:25][CH2:24]3)=[O:18])=[CH:12][CH:11]=2)=[CH:6][CH:5]=1)(=[O:3])[CH3:2]. (3) The product is: [O:12]=[C:9]1[C:10]2[C:5](=[CH:4][C:3]([N:22]3[CH2:23][CH2:24][N:25]([C:28]4[CH:33]=[CH:32][CH:31]=[CH:30][C:29]=4[CH3:34])[CH2:26][CH2:27]3)=[C:2]([NH:1][C:81]([C:79]3[N:80]=[C:76]([CH:73]4[CH2:75][CH2:74]4)[O:77][CH:78]=3)=[O:82])[CH:11]=2)[CH2:6][CH2:7][N:8]1[CH2:13][CH2:14][CH2:15][N:16]1[CH2:20][CH2:19][CH2:18][C:17]1=[O:21]. Given the reactants [NH2:1][C:2]1[CH:11]=[C:10]2[C:5]([CH2:6][CH2:7][N:8]([CH2:13][CH2:14][CH2:15][N:16]3[CH2:20][CH2:19][CH2:18][C:17]3=[O:21])[C:9]2=[O:12])=[CH:4][C:3]=1[N:22]1[CH2:27][CH2:26][N:25]([C:28]2[CH:33]=[CH:32][CH:31]=[CH:30][C:29]=2[CH3:34])[CH2:24][CH2:23]1.CN(C)C=O.CN(C(ON1N=NC2C=CC=NC1=2)=[N+](C)C)C.F[P-](F)(F)(F)(F)F.C(N(CC)C(C)C)(C)C.[CH:73]1([C:76]2[O:77][CH:78]=[C:79]([C:81](O)=[O:82])[N:80]=2)[CH2:75][CH2:74]1, predict the reaction product. (4) Given the reactants [O:1]=[C:2]1[N:11]([CH:12]2[CH2:17][CH2:16][N:15](C(OC(C)(C)C)=O)[CH2:14][CH2:13]2)[C@@H:10]2[C@H:5]([CH2:6][CH2:7][CH2:8][CH2:9]2)[O:4][CH2:3]1.Cl, predict the reaction product. The product is: [NH:15]1[CH2:16][CH2:17][CH:12]([N:11]2[C@@H:10]3[C@H:5]([CH2:6][CH2:7][CH2:8][CH2:9]3)[O:4][CH2:3][C:2]2=[O:1])[CH2:13][CH2:14]1.